Predict the reactants needed to synthesize the given product. From a dataset of Full USPTO retrosynthesis dataset with 1.9M reactions from patents (1976-2016). Given the product [CH2:30]([O:32][C:33](=[O:46])[C:34]([O:37][C:38]1[CH:43]=[CH:42][C:41]([O:15][CH2:14][CH2:13][CH:11]2[CH2:12][N:8]([CH2:7][C:6]3[CH:5]=[CH:4][C:3]([O:2][CH3:1])=[CH:29][CH:28]=3)[C:9](=[O:27])[N:10]2[CH3:26])=[CH:40][C:39]=1[CH3:45])([CH3:35])[CH3:36])[CH3:31], predict the reactants needed to synthesize it. The reactants are: [CH3:1][O:2][C:3]1[CH:29]=[CH:28][C:6]([CH2:7][N:8]2[CH2:12][CH:11]([CH2:13][CH2:14][O:15]S(C3C=CC(C)=CC=3)(=O)=O)[N:10]([CH3:26])[C:9]2=[O:27])=[CH:5][CH:4]=1.[CH2:30]([O:32][C:33](=[O:46])[C:34]([O:37][C:38]1[CH:43]=[CH:42][C:41](O)=[CH:40][C:39]=1[CH3:45])([CH3:36])[CH3:35])[CH3:31].C(=O)([O-])[O-].[Cs+].[Cs+].